From a dataset of Peptide-MHC class I binding affinity with 185,985 pairs from IEDB/IMGT. Regression. Given a peptide amino acid sequence and an MHC pseudo amino acid sequence, predict their binding affinity value. This is MHC class I binding data. (1) The MHC is HLA-B58:01 with pseudo-sequence HLA-B58:01. The peptide sequence is RRAQMAPKR. The binding affinity (normalized) is 0.00500. (2) The peptide sequence is EIPDVLNSL. The MHC is HLA-B35:01 with pseudo-sequence HLA-B35:01. The binding affinity (normalized) is 0.0847. (3) The peptide sequence is LNQTVYSLV. The MHC is HLA-A02:02 with pseudo-sequence HLA-A02:02. The binding affinity (normalized) is 0.250. (4) The peptide sequence is FTWYGIAAL. The MHC is HLA-A80:01 with pseudo-sequence HLA-A80:01. The binding affinity (normalized) is 0.0847. (5) The peptide sequence is IQVNKGVAY. The MHC is HLA-A11:01 with pseudo-sequence HLA-A11:01. The binding affinity (normalized) is 0.0847. (6) The peptide sequence is ITRLEVIGL. The MHC is HLA-A02:06 with pseudo-sequence HLA-A02:06. The binding affinity (normalized) is 0.385.